From a dataset of Full USPTO retrosynthesis dataset with 1.9M reactions from patents (1976-2016). Predict the reactants needed to synthesize the given product. (1) The reactants are: [CH:1]([O:4][C:5]([C:7]1[N:8]([CH:12]2[C:21]3[C:16](=[CH:17][CH:18]=[C:19]([O:22][CH3:23])[CH:20]=3)[C:15](=O)[CH2:14][C:13]2([CH3:26])[CH3:25])[CH:9]=[N:10][CH:11]=1)=[O:6])([CH3:3])[CH3:2].Cl.[CH3:28][O:29][NH2:30].N1C=CC=CC=1. Given the product [CH:1]([O:4][C:5]([C:7]1[N:8]([CH:12]2[C:21]3[C:16](=[CH:17][CH:18]=[C:19]([O:22][CH3:23])[CH:20]=3)/[C:15](=[N:30]/[O:29][CH3:28])/[CH2:14][C:13]2([CH3:25])[CH3:26])[CH:9]=[N:10][CH:11]=1)=[O:6])([CH3:2])[CH3:3], predict the reactants needed to synthesize it. (2) Given the product [CH2:38]([NH:40][C:23]([C:21]1[NH:20][C:14]2[C:15](=[O:19])[N:16]([CH3:18])[CH:17]=[C:12]([C:10]3[CH:11]=[C:6]([S:3]([CH2:1][CH3:2])(=[O:5])=[O:4])[CH:7]=[CH:8][C:9]=3[F:26])[C:13]=2[CH:22]=1)=[O:24])[CH3:39], predict the reactants needed to synthesize it. The reactants are: [CH2:1]([S:3]([C:6]1[CH:7]=[CH:8][C:9]([F:26])=[C:10]([C:12]2[C:13]3[CH:22]=[C:21]([C:23](O)=[O:24])[NH:20][C:14]=3[C:15](=[O:19])[N:16]([CH3:18])[CH:17]=2)[CH:11]=1)(=[O:5])=[O:4])[CH3:2].C(Cl)(=O)C(Cl)=O.CN(C)C=O.[CH2:38]([NH2:40])[CH3:39].O1CCCC1.